From a dataset of Cav3 T-type calcium channel HTS with 100,875 compounds. Binary Classification. Given a drug SMILES string, predict its activity (active/inactive) in a high-throughput screening assay against a specified biological target. (1) The molecule is S(=O)(=O)(n1nc(nc1NCc1cc(OC)ccc1)NCc1cc(OC)ccc1)CC. The result is 1 (active). (2) The molecule is S(=O)(=O)(N1CC(CCC1)C(=O)Nc1cc(F)c(cc1)C)c1[nH]cnc1. The result is 0 (inactive). (3) The compound is S(=O)(=O)(Nc1cc(OC)c(n2nc(cc2C)C)cc1)c1ccccc1. The result is 0 (inactive). (4) The drug is O=C1N(CCC1)CC(=O)N. The result is 0 (inactive). (5) The molecule is O1c2cc(CNc3n(CCCC)c4c(n3)cccc4)ccc2OC1. The result is 0 (inactive).